From a dataset of Full USPTO retrosynthesis dataset with 1.9M reactions from patents (1976-2016). Predict the reactants needed to synthesize the given product. (1) Given the product [C:16]([O:20][C:21]([NH:23][C@H:24]([CH2:29][C:30]1[CH:35]=[C:34]([F:36])[C:33]([F:37])=[CH:32][C:31]=1[F:38])[CH2:25][C:26]([N:54]1[CH2:53][CH2:52][CH2:51][NH:50][C:49](=[O:55])[C@H:48]1[CH2:47][C:46]1[CH:45]=[CH:44][C:43]([O:42][C:41]([F:58])([F:59])[F:40])=[CH:57][CH:56]=1)=[O:28])=[O:22])([CH3:17])([CH3:18])[CH3:19], predict the reactants needed to synthesize it. The reactants are: CN1CCOCC1.ClC(OCC(C)C)=O.[C:16]([O:20][C:21]([NH:23][C@H:24]([CH2:29][C:30]1[CH:35]=[C:34]([F:36])[C:33]([F:37])=[CH:32][C:31]=1[F:38])[CH2:25][C:26]([OH:28])=O)=[O:22])([CH3:19])([CH3:18])[CH3:17].Cl.[F:40][C:41]([F:59])([F:58])[O:42][C:43]1[CH:57]=[CH:56][C:46]([CH2:47][CH:48]2[NH:54][CH2:53][CH2:52][CH2:51][NH:50][C:49]2=[O:55])=[CH:45][CH:44]=1. (2) Given the product [CH2:1]([O:8][C:9]([N:11]([CH2:32][C:33]([N:35]1[CH2:39][C@@H:38]([F:40])[CH2:37][C@H:36]1[C:41]#[N:42])=[O:34])[C:12]12[CH2:13][CH2:14][C:15]([C:20]([NH:46][CH2:43][CH2:44][CH3:45])=[O:21])([CH2:18][CH2:19]1)[CH2:16][CH2:17]2)=[O:10])[C:2]1[CH:7]=[CH:6][CH:5]=[CH:4][CH:3]=1, predict the reactants needed to synthesize it. The reactants are: [CH2:1]([O:8][C:9]([N:11]([CH2:32][C:33]([N:35]1[CH2:39][C@@H:38]([F:40])[CH2:37][C@H:36]1[C:41]#[N:42])=[O:34])[C:12]12[CH2:19][CH2:18][C:15]([C:20](ON3C4C=CC=CC=4N=N3)=[O:21])([CH2:16][CH2:17]1)[CH2:14][CH2:13]2)=[O:10])[C:2]1[CH:7]=[CH:6][CH:5]=[CH:4][CH:3]=1.[CH2:43]([NH2:46])[CH2:44][CH3:45].